This data is from Forward reaction prediction with 1.9M reactions from USPTO patents (1976-2016). The task is: Predict the product of the given reaction. (1) Given the reactants [CH2:1]([N:8]1[CH2:13][CH2:12][N:11]([CH2:14][CH2:15][N:16]2C(=O)C3C(=CC=CC=3)C2=O)[CH2:10][CH2:9]1)[C:2]1[CH:7]=[CH:6][CH:5]=[CH:4][CH:3]=1.O.NN, predict the reaction product. The product is: [CH2:1]([N:8]1[CH2:9][CH2:10][N:11]([CH2:14][CH2:15][NH2:16])[CH2:12][CH2:13]1)[C:2]1[CH:3]=[CH:4][CH:5]=[CH:6][CH:7]=1. (2) The product is: [Cl:1][C:2]1[N:11]=[CH:10][C:9]2[N:8]([CH3:20])[C:7](=[O:12])[C@H:6]([CH2:13][CH3:14])[N:5]([CH:15]3[CH2:19][CH2:18][CH2:17][CH2:16]3)[C:4]=2[N:3]=1. Given the reactants [Cl:1][C:2]1[N:11]=[CH:10][C:9]2[NH:8][C:7](=[O:12])[C@H:6]([CH2:13][CH3:14])[N:5]([CH:15]3[CH2:19][CH2:18][CH2:17][CH2:16]3)[C:4]=2[N:3]=1.[C:20]1(C)C=CC(S(OC)(=O)=O)=CC=1.C(=O)([O-])[O-].[K+].[K+].O, predict the reaction product. (3) Given the reactants [B-](F)(F)(F)F.CN(C(ON1N=NC2C1=CC=CC=2)=[N+](C)C)C.CN1CCOCC1.[Cl:30][C:31]1[CH:39]=[CH:38][CH:37]=[CH:36][C:32]=1[C:33]([OH:35])=O.[N:40]1[C:49]2[NH:48][CH2:47][CH2:46][CH2:45][C:44]=2[CH:43]=[CH:42][C:41]=1[CH2:50][CH2:51][CH2:52][C:53]1[S:57][C:56]([CH2:58][C@@H:59]([C:61]([O:63]C)=[O:62])[NH2:60])=[CH:55][CH:54]=1.[OH-].[Na+], predict the reaction product. The product is: [Cl:30][C:31]1[CH:39]=[CH:38][CH:37]=[CH:36][C:32]=1[C:33]([NH:60][C@H:59]([C:61]([OH:63])=[O:62])[CH2:58][C:56]1[S:57][C:53]([CH2:52][CH2:51][CH2:50][C:41]2[CH:42]=[CH:43][C:44]3[CH2:45][CH2:46][CH2:47][NH:48][C:49]=3[N:40]=2)=[CH:54][CH:55]=1)=[O:35]. (4) Given the reactants Cl.[NH2:2][OH:3].C[O-].[Na+].[CH3:7][O:8][CH:9]([O:18][CH3:19])[C:10]1[CH:17]=[CH:16][C:13]([C:14]#[N:15])=[CH:12][CH:11]=1, predict the reaction product. The product is: [CH3:7][O:8][CH:9]([O:18][CH3:19])[C:10]1[CH:17]=[CH:16][C:13]([C:14](=[N:2][OH:3])[NH2:15])=[CH:12][CH:11]=1. (5) Given the reactants Cl[C:2]1[CH:16]=[C:15]([CH:17]([CH3:19])[CH3:18])[C:5]([C:6]([NH:8][CH2:9][CH:10]2[CH2:14][CH2:13][CH2:12][CH2:11]2)=[O:7])=[CH:4][N:3]=1.[C:20]([C:22]1[CH:28]=[CH:27][C:25]([NH2:26])=[C:24]([F:29])[CH:23]=1)#[N:21], predict the reaction product. The product is: [C:20]([C:22]1[CH:28]=[CH:27][C:25]([NH:26][C:2]2[CH:16]=[C:15]([CH:17]([CH3:19])[CH3:18])[C:5]([C:6]([NH:8][CH2:9][CH:10]3[CH2:14][CH2:13][CH2:12][CH2:11]3)=[O:7])=[CH:4][N:3]=2)=[C:24]([F:29])[CH:23]=1)#[N:21]. (6) The product is: [F:2][C:3]1[CH:4]=[CH:5][C:6]2[O:24][C:9]3([CH2:10][CH2:11][NH:12][CH2:13][CH2:14]3)[CH2:8][C:7]=2[CH:23]=1. Given the reactants Br.[F:2][C:3]1[CH:4]=[CH:5][C:6]([O:24]C)=[C:7]([CH:23]=1)[CH2:8][C:9]1(O)[CH2:14][CH2:13][N:12](C(OC(C)(C)C)=O)[CH2:11][CH2:10]1.O, predict the reaction product. (7) Given the reactants Cl[C:2]1[N:3]=[CH:4][C:5]2[CH:10]=[C:9]([C:11]3[O:15][CH:14]=[N:13][CH:12]=3)[N:8]([CH:16]3[CH2:20][CH2:19][CH2:18][CH2:17]3)[C:6]=2[N:7]=1.C(OC([N:28]1[CH2:33][CH2:32][N:31]([C:34]2[CH:35]=[N:36][C:37]([NH2:40])=[CH:38][CH:39]=2)[CH2:30][CH2:29]1)=O)(C)(C)C, predict the reaction product. The product is: [CH:16]1([N:8]2[C:6]3[N:7]=[C:2]([NH:40][C:37]4[CH:38]=[CH:39][C:34]([N:31]5[CH2:30][CH2:29][NH:28][CH2:33][CH2:32]5)=[CH:35][N:36]=4)[N:3]=[CH:4][C:5]=3[CH:10]=[C:9]2[C:11]2[O:15][CH:14]=[N:13][CH:12]=2)[CH2:20][CH2:19][CH2:18][CH2:17]1. (8) Given the reactants C(OC([NH:8][C:9]1[CH:17]=[CH:16][CH:15]=[C:14]2[C:10]=1[CH:11]=[CH:12][N:13]2[C:18]([C:26]1[CH:31]=[CH:30][C:29]([Cl:32])=[CH:28][CH:27]=1)([CH2:23][CH2:24][F:25])[C:19]([O:21][CH3:22])=[O:20])=O)(C)(C)C, predict the reaction product. The product is: [NH2:8][C:9]1[CH:17]=[CH:16][CH:15]=[C:14]2[C:10]=1[CH:11]=[CH:12][N:13]2[C:18]([C:26]1[CH:27]=[CH:28][C:29]([Cl:32])=[CH:30][CH:31]=1)([CH2:23][CH2:24][F:25])[C:19]([O:21][CH3:22])=[O:20].